Dataset: Reaction yield outcomes from USPTO patents with 853,638 reactions. Task: Predict the reaction yield, written as a fraction of the theoretical maximum amount of product (1.0 means a 100% yield; for example, 0.34 means a 34% yield). (1) The reactants are [C:1]([O:5][C:6]([NH:8][CH:9]([C@H:15]([CH3:23])[CH2:16][CH2:17][CH2:18][CH:19]([CH3:22])[CH:20]=[CH2:21])[C:10]([O:12]CC)=[O:11])=[O:7])([CH3:4])([CH3:3])[CH3:2].CO.[Li+].[OH-]. The catalyst is C1COCC1.O. The product is [C:1]([O:5][C:6]([NH:8][CH:9]([C@H:15]([CH3:23])[CH2:16][CH2:17][CH2:18][CH:19]([CH3:22])[CH:20]=[CH2:21])[C:10]([OH:12])=[O:11])=[O:7])([CH3:4])([CH3:3])[CH3:2]. The yield is 0.850. (2) The reactants are [F:1][C:2]1[CH:7]=[C:6]([O:8][CH2:9][C:10]2[CH:15]=[CH:14][C:13]([O:16][CH2:17]/[C:18](=[N:25]\[O:26][CH3:27])/[C:19]3[CH:24]=[CH:23][CH:22]=[CH:21][CH:20]=3)=[C:12]([O:28][CH3:29])[CH:11]=2)[CH:5]=[CH:4][C:3]=1[CH2:30][CH2:31][C:32]([OH:34])=[O:33].[OH-].[Na+:36]. No catalyst specified. The product is [F:1][C:2]1[CH:7]=[C:6]([O:8][CH2:9][C:10]2[CH:15]=[CH:14][C:13]([O:16][CH2:17]/[C:18](=[N:25]\[O:26][CH3:27])/[C:19]3[CH:24]=[CH:23][CH:22]=[CH:21][CH:20]=3)=[C:12]([O:28][CH3:29])[CH:11]=2)[CH:5]=[CH:4][C:3]=1[CH2:30][CH2:31][C:32]([O-:34])=[O:33].[Na+:36]. The yield is 0.300. (3) The reactants are [N+:1]([C:4]1[CH:21]=[CH:20][C:7]([O:8][C:9]2[CH:10]=[C:11]3[C:15](=[CH:16][CH:17]=2)[C:14](=[O:18])[NH:13][C:12]3=[O:19])=[CH:6][CH:5]=1)([O-:3])=[O:2].[H-].[Na+].[CH3:24]I.O. The catalyst is CN(C=O)C. The product is [N+:1]([C:4]1[CH:21]=[CH:20][C:7]([O:8][C:9]2[CH:10]=[C:11]3[C:15](=[CH:16][CH:17]=2)[C:14](=[O:18])[N:13]([CH3:24])[C:12]3=[O:19])=[CH:6][CH:5]=1)([O-:3])=[O:2]. The yield is 0.830. (4) The reactants are [CH3:1][C:2]1([CH3:49])[CH2:13][C:12]2[CH:11]=[C:10]3[N:5]([CH2:6][CH2:7][N:8]([C:15]4[C:20]([CH:21]=[O:22])=[C:19]([C:23]5[CH:28]=[C:27]([NH:29][C:30]6[CH:35]=[CH:34][C:33]([N:36]7[CH2:41][CH2:40][N:39]([CH:42]8[CH2:45][O:44][CH2:43]8)[CH2:38][C@H:37]7[CH3:46])=[CH:32][N:31]=6)[C:26](=[O:47])[N:25]([CH3:48])[CH:24]=5)[CH:18]=[CH:17][N:16]=4)[C:9]3=[O:14])[C:4]=2[CH2:3]1.[BH4-].[Na+]. The catalyst is CO. The product is [OH:22][CH2:21][C:20]1[C:15]([N:8]2[CH2:7][CH2:6][N:5]3[C:4]4[CH2:3][C:2]([CH3:49])([CH3:1])[CH2:13][C:12]=4[CH:11]=[C:10]3[C:9]2=[O:14])=[N:16][CH:17]=[CH:18][C:19]=1[C:23]1[CH:28]=[C:27]([NH:29][C:30]2[CH:35]=[CH:34][C:33]([N:36]3[CH2:41][CH2:40][N:39]([CH:42]4[CH2:45][O:44][CH2:43]4)[CH2:38][C@H:37]3[CH3:46])=[CH:32][N:31]=2)[C:26](=[O:47])[N:25]([CH3:48])[CH:24]=1. The yield is 0.280. (5) The yield is 0.620. The catalyst is C(#N)C.[N+]([O-])([O-])=O.[Ce].[NH4+]. The reactants are [I:1]N1C(=O)CCC1=O.[CH2:9]([NH:11][C:12]([C:14]1[CH:18]=[C:17]([C:19]2[CH:24]=[C:23]([C:25]([CH3:28])([CH3:27])[CH3:26])[C:22]([O:29][CH2:30][C:31]3[CH:36]=[CH:35][CH:34]=[CH:33][CH:32]=3)=[CH:21][C:20]=2[O:37][CH2:38][C:39]2[CH:44]=[CH:43][CH:42]=[CH:41][CH:40]=2)[O:16][N:15]=1)=[O:13])[CH3:10]. The product is [CH2:9]([NH:11][C:12]([C:14]1[C:18]([I:1])=[C:17]([C:19]2[CH:24]=[C:23]([C:25]([CH3:28])([CH3:27])[CH3:26])[C:22]([O:29][CH2:30][C:31]3[CH:32]=[CH:33][CH:34]=[CH:35][CH:36]=3)=[CH:21][C:20]=2[O:37][CH2:38][C:39]2[CH:40]=[CH:41][CH:42]=[CH:43][CH:44]=2)[O:16][N:15]=1)=[O:13])[CH3:10]. (6) The reactants are [CH:1](=O)[C:2]1[CH:7]=[CH:6][CH:5]=[CH:4][CH:3]=1.Br[CH2:10][CH:11]=[CH:12][C:13]1[CH:18]=[CH:17][CH:16]=[CH:15][CH:14]=1.C1([SiH2]C2C=CC=CC=2)C=CC=CC=1.CCN(C(C)C)C(C)C. The catalyst is C1(C)C=CC=CC=1. The product is [C:2]1(/[CH:1]=[CH:10]/[CH:11]=[CH:12][C:13]2[CH:18]=[CH:17][CH:16]=[CH:15][CH:14]=2)[CH:7]=[CH:6][CH:5]=[CH:4][CH:3]=1. The yield is 0.650.